From a dataset of Full USPTO retrosynthesis dataset with 1.9M reactions from patents (1976-2016). Predict the reactants needed to synthesize the given product. (1) Given the product [CH3:1][C:2]([CH3:30])([S:26]([NH2:29])(=[O:28])=[O:27])[CH2:3][CH2:4][CH2:5][CH2:6][N:7]1[C:19]2[C:18]3[CH:17]=[CH:16][C:15]([C:33]4[CH:32]=[N:31][CH:36]=[CH:35][CH:34]=4)=[CH:14][C:13]=3[N:12]=[C:11]([NH2:21])[C:10]=2[N:9]=[C:8]1[CH2:22][O:23][CH2:24][CH3:25], predict the reactants needed to synthesize it. The reactants are: [CH3:1][C:2]([CH3:30])([S:26]([NH2:29])(=[O:28])=[O:27])[CH2:3][CH2:4][CH2:5][CH2:6][N:7]1[C:19]2[C:18]3[CH:17]=[CH:16][C:15](Br)=[CH:14][C:13]=3[N:12]=[C:11]([NH2:21])[C:10]=2[N:9]=[C:8]1[CH2:22][O:23][CH2:24][CH3:25].[N:31]1[CH:36]=[CH:35][CH:34]=[C:33](B(O)O)[CH:32]=1. (2) The reactants are: CC(OC(/N=N/C(OC(C)(C)C)=O)=O)(C)C.[Cl:17][C:18]1[C:27]2[C:22](=[CH:23][C:24]([O:29][CH3:30])=[C:25]([OH:28])[CH:26]=2)[N:21]=[CH:20][N:19]=1.O[CH:32]1[CH2:37][CH2:36][CH2:35][CH2:34][N:33]1[C:38]([O:40][C:41]([CH3:44])([CH3:43])[CH3:42])=[O:39].C1(P(C2C=CC=CC=2)C2C=CC=CC=2)C=CC=CC=1. Given the product [Cl:17][C:18]1[C:27]2[C:22](=[CH:23][C:24]([O:29][CH3:30])=[C:25]([O:28][CH:36]3[CH2:35][CH2:34][N:33]([C:38]([O:40][C:41]([CH3:44])([CH3:43])[CH3:42])=[O:39])[CH2:32][CH2:37]3)[CH:26]=2)[N:21]=[CH:20][N:19]=1, predict the reactants needed to synthesize it. (3) Given the product [CH2:6]([C@@:9]1([CH3:35])[CH2:14][C@H:13]([C:15]2[CH:20]=[CH:19][CH:18]=[C:17]([Cl:21])[CH:16]=2)[C@@H:12]([C:22]2[CH:23]=[CH:24][C:25]([Cl:28])=[CH:26][CH:27]=2)[N:11]([C@@H:29]([CH2:32][CH3:33])[CH:30]([CH:1]2[CH2:3][CH2:2]2)[OH:31])[C:10]1=[O:34])[CH:7]=[CH2:8], predict the reactants needed to synthesize it. The reactants are: [CH:1]1([Mg]Br)[CH2:3][CH2:2]1.[CH2:6]([C@@:9]1([CH3:35])[CH2:14][C@H:13]([C:15]2[CH:20]=[CH:19][CH:18]=[C:17]([Cl:21])[CH:16]=2)[C@@H:12]([C:22]2[CH:27]=[CH:26][C:25]([Cl:28])=[CH:24][CH:23]=2)[N:11]([C@@H:29]([CH2:32][CH3:33])[CH:30]=[O:31])[C:10]1=[O:34])[CH:7]=[CH2:8]. (4) The reactants are: Cl.[NH2:2][CH2:3][C:4]1[CH:25]=[CH:24][C:7]([C:8]([NH:10][C:11]2[CH:16]=[CH:15][C:14]([Cl:17])=[C:13]([C:18]3[CH:23]=[CH:22][CH:21]=[CH:20][N:19]=3)[CH:12]=2)=[O:9])=[C:6]([Cl:26])[CH:5]=1.[NH:27]1[CH2:31][CH2:30][N:29]=[C:28]1N1C(C)=CC(C)=N1.CCN(C(C)C)C(C)C. Given the product [Cl:26][C:6]1[CH:5]=[C:4]([CH2:3][NH:2][C:28]2[NH:29][CH2:30][CH2:31][N:27]=2)[CH:25]=[CH:24][C:7]=1[C:8]([NH:10][C:11]1[CH:16]=[CH:15][C:14]([Cl:17])=[C:13]([C:18]2[CH:23]=[CH:22][CH:21]=[CH:20][N:19]=2)[CH:12]=1)=[O:9], predict the reactants needed to synthesize it. (5) Given the product [CH2:39]1[C:30]2([CH2:27][N:26]([C:24]([C:22]3[S:23][CH:19]=[C:20]([C:32]([O:34][C:35]([CH3:36])([CH3:37])[CH3:38])=[O:33])[N:21]=3)=[O:25])[CH2:31]2)[CH2:41][S:40]1, predict the reactants needed to synthesize it. The reactants are: ClC1C(Cl)=C(C(O)(C(F)(F)F)C(F)(F)F)C=CC=1[C:19]1[S:23][C:22]([C:24]([N:26]2[CH2:31][CH2:30]SC[CH2:27]2)=[O:25])=[N:21][C:20]=1[C:32]([O:34][C:35]([CH3:38])([CH3:37])[CH3:36])=[O:33].[CH2:39]1C2(CNC2)[CH2:41][S:40]1. (6) The reactants are: [NH2:1][CH2:2][C:3]1[CH:4]=[C:5]2[C:9](=[CH:10][CH:11]=1)[C:8](=[O:12])[N:7]([CH:13]1[CH2:18][CH2:17][C:16](=[O:19])[NH:15][C:14]1=[O:20])[CH2:6]2.S(O)(=O)(=O)C.[F:26][C:27]([F:42])([C:31]1[CH:36]=[CH:35][CH:34]=[CH:33][C:32]=1[O:37][C:38]([F:41])([F:40])[F:39])[C:28](O)=[O:29].C(N(C(C)C)CC)(C)C.F[P-](F)(F)(F)(F)F.CN(C(N(C)C)=[N+]1C2C(=NC=CC=2)[N+]([O-])=N1)C. Given the product [O:20]=[C:14]1[CH:13]([N:7]2[CH2:6][C:5]3[C:9](=[CH:10][CH:11]=[C:3]([CH2:2][NH:1][C:28](=[O:29])[C:27]([F:26])([F:42])[C:31]4[CH:36]=[CH:35][CH:34]=[CH:33][C:32]=4[O:37][C:38]([F:39])([F:40])[F:41])[CH:4]=3)[C:8]2=[O:12])[CH2:18][CH2:17][C:16](=[O:19])[NH:15]1, predict the reactants needed to synthesize it. (7) The reactants are: [C:1]([O:5][C:6]([N:8]1[CH2:13][CH2:12][N:11]([CH2:14][C:15]2[CH:23]=[CH:22][CH:21]=[C:20]([Cl:24])[C:16]=2[C:17]([OH:19])=O)[CH2:10][CH2:9]1)=[O:7])([CH3:4])([CH3:3])[CH3:2].[NH:25]1[CH2:29][CH2:28][CH2:27][CH2:26]1.Cl.CN(C)CCCN=C=NCC.N1(O)C2C=CC=CC=2N=N1. Given the product [Cl:24][C:20]1[C:16]([C:17]([N:25]2[CH2:29][CH2:28][CH2:27][CH2:26]2)=[O:19])=[C:15]([CH2:14][N:11]2[CH2:10][CH2:9][N:8]([C:6]([O:5][C:1]([CH3:4])([CH3:3])[CH3:2])=[O:7])[CH2:13][CH2:12]2)[CH:23]=[CH:22][CH:21]=1, predict the reactants needed to synthesize it. (8) Given the product [OH:12][CH2:11][C@@H:9]([C@H:7]([C@@H:5]([C@@H:3]([CH2:2][OH:1])[OH:4])[OH:6])[OH:8])[OH:10], predict the reactants needed to synthesize it. The reactants are: [O:1]=[CH:2][C@@H:3]([C@H:5]([C@@H:7]([C@@H:9]([CH2:11][OH:12])[OH:10])[OH:8])[OH:6])[OH:4].[H][H].